From a dataset of Catalyst prediction with 721,799 reactions and 888 catalyst types from USPTO. Predict which catalyst facilitates the given reaction. (1) Reactant: [F:1][C:2]([F:29])([F:28])[C:3]([C:9]1[CH:27]=[CH:26][C:12]([CH2:13][N:14]2[C:22]3[C:17](=[CH:18][C:19]([C:23](O)=[O:24])=[CH:20][CH:21]=3)[CH2:16][CH2:15]2)=[CH:11][CH:10]=1)([OH:8])[C:4]([F:7])([F:6])[F:5].C[CH2:31][N:32](CC)[CH2:33]C.C1C=CC2N(O)N=NC=2C=1.CCN=C=NCCCN(C)C.Cl.Cl. Product: [F:6][C:4]([F:5])([F:7])[C:3]([C:9]1[CH:27]=[CH:26][C:12]([CH2:13][N:14]2[C:22]3[C:17](=[CH:18][C:19]([C:23]([N:32]([CH3:33])[CH3:31])=[O:24])=[CH:20][CH:21]=3)[CH2:16][CH2:15]2)=[CH:11][CH:10]=1)([OH:8])[C:2]([F:28])([F:1])[F:29]. The catalyst class is: 1. (2) Product: [CH3:3][O:4][C:5]1[C:6](=[O:13])[CH:7]([C:14](=[O:20])[C:15]([O:17][CH2:18][CH3:19])=[O:16])[C:8]([CH3:11])([CH3:12])[CH2:9][CH:10]=1. The catalyst class is: 30. Reactant: [H-].[Na+].[CH3:3][O:4][C:5]1[C:6](=[O:13])[CH2:7][C:8]([CH3:12])([CH3:11])[CH2:9][CH:10]=1.[C:14](OCC)(=[O:20])[C:15]([O:17][CH2:18][CH3:19])=[O:16].Cl. (3) Reactant: CN(C=O)C.[C:6]([O:10][C:11](=[O:29])[NH:12][C@H:13]([C:17]1[NH:26][C:25](=[O:27])[C:24]2[C:19](=[CH:20][C:21]([Cl:28])=[CH:22][CH:23]=2)[N:18]=1)[CH:14]([CH3:16])[CH3:15])([CH3:9])([CH3:8])[CH3:7].[CH2:30](Br)[C:31]1[CH:36]=[CH:35][CH:34]=[CH:33][CH:32]=1.C(=O)([O-])[O-].[K+].[K+]. Product: [C:6]([O:10][C:11](=[O:29])[NH:12][C@H:13]([C:17]1[N:26]([CH2:30][C:31]2[CH:36]=[CH:35][CH:34]=[CH:33][CH:32]=2)[C:25](=[O:27])[C:24]2[C:19](=[CH:20][C:21]([Cl:28])=[CH:22][CH:23]=2)[N:18]=1)[CH:14]([CH3:16])[CH3:15])([CH3:8])([CH3:9])[CH3:7]. The catalyst class is: 6. (4) Reactant: [F:1][C:2]1[CH:9]=[CH:8][C:5]([CH2:6][NH2:7])=[CH:4][CH:3]=1.[CH3:10][O:11][CH:12]([O:15][CH3:16])[CH:13]=O.C(O[BH-](OC(=O)C)OC(=O)C)(=O)C.[Na+].C(=O)(O)[O-].[Na+]. Product: [F:1][C:2]1[CH:9]=[CH:8][C:5]([CH2:6][NH:7][CH2:13][CH:12]([O:15][CH3:16])[O:11][CH3:10])=[CH:4][CH:3]=1. The catalyst class is: 54. (5) Reactant: [F:1][C:2]1[C:7]([NH:8][CH2:9][C:10]2[CH:15]=[CH:14][C:13]([F:16])=[CH:12][CH:11]=2)=[CH:6][C:5]([NH2:17])=[C:4]([N+:18]([O-])=O)[CH:3]=1.[Cl-].[NH4+].CCN(C(C)C)C(C)C.Cl[C:33]([O:35][CH2:36][CH3:37])=[O:34]. Product: [CH2:36]([O:35][C:33](=[O:34])[NH:18][C:4]1[CH:3]=[C:2]([F:1])[C:7]([NH:8][CH2:9][C:10]2[CH:15]=[CH:14][C:13]([F:16])=[CH:12][CH:11]=2)=[CH:6][C:5]=1[NH2:17])[CH3:37]. The catalyst class is: 284. (6) Reactant: [O:1]=[C:2]([CH2:10][CH2:11][CH2:12][CH2:13][C:14]1[CH:23]=[CH:22][C:21]2[CH2:20][CH2:19][CH2:18][NH:17][C:16]=2[N:15]=1)[CH2:3]P(=O)(OC)OC.[Cl:24][C:25]1[CH:32]=[CH:31][C:28]([CH:29]=O)=[CH:27][C:26]=1[C:33]([F:36])([F:35])[F:34].CC([O-])(C)C.[K+].O. Product: [Cl:24][C:25]1[CH:32]=[CH:31][C:28](/[CH:29]=[CH:3]/[C:2](=[O:1])[CH2:10][CH2:11][CH2:12][CH2:13][C:14]2[CH:23]=[CH:22][C:21]3[CH2:20][CH2:19][CH2:18][NH:17][C:16]=3[N:15]=2)=[CH:27][C:26]=1[C:33]([F:34])([F:35])[F:36]. The catalyst class is: 49. (7) Reactant: Cl[C:2]1[N:10]=[C:9]([Cl:11])[CH:8]=[CH:7][C:3]=1[C:4]([NH2:6])=[O:5].[NH2:12][C:13]1[CH:18]=[CH:17][C:16]([N:19]2[CH2:24][CH2:23][N:22]([C:25]([O:27][CH2:28][C:29]3[CH:34]=[CH:33][CH:32]=[CH:31][CH:30]=3)=[O:26])[CH2:21][CH2:20]2)=[CH:15][CH:14]=1.C[Si]([N-][Si](C)(C)C)(C)C.[Li+]. Product: [C:4]([C:3]1[C:2]([NH:12][C:13]2[CH:14]=[CH:15][C:16]([N:19]3[CH2:20][CH2:21][N:22]([C:25]([O:27][CH2:28][C:29]4[CH:30]=[CH:31][CH:32]=[CH:33][CH:34]=4)=[O:26])[CH2:23][CH2:24]3)=[CH:17][CH:18]=2)=[N:10][C:9]([Cl:11])=[CH:8][CH:7]=1)(=[O:5])[NH2:6]. The catalyst class is: 1.